This data is from Forward reaction prediction with 1.9M reactions from USPTO patents (1976-2016). The task is: Predict the product of the given reaction. (1) The product is: [CH2:20]([C:6]1[C:7]([N+:11]([O-:13])=[O:12])=[CH:8][CH:9]=[CH:10][C:5]=1[OH:4])[CH:15]=[CH2:16]. Given the reactants C([O:4][C:5]1[CH:6]=[C:7]([N+:11]([O-:13])=[O:12])[CH:8]=[CH:9][CH:10]=1)C=C.Cl[C:15]1[CH:20]=CC=C(Cl)[CH:16]=1, predict the reaction product. (2) Given the reactants [CH2:1]([C:4]1[C:8]([CH2:9][CH2:10][CH2:11][OH:12])=[CH:7][N:6]([C:13]2[CH:18]=[CH:17][C:16]([C:19]([F:22])([F:21])[F:20])=[CH:15][N:14]=2)[N:5]=1)[CH2:2][CH3:3].[CH:23]1([N:29]2[CH:33]=[C:32]([CH2:34][C:35]([O:37]CC)=[O:36])[C:31](O)=[N:30]2)[CH2:28][CH2:27][CH2:26][CH2:25][CH2:24]1.C(P(CCCC)CCCC)CCC.N(C(N1CCCCC1)=O)=NC(N1CCCCC1)=O, predict the reaction product. The product is: [CH:23]1([N:29]2[CH:33]=[C:32]([CH2:34][C:35]([OH:37])=[O:36])[C:31]([O:12][CH2:11][CH2:10][CH2:9][C:8]3[C:4]([CH2:1][CH2:2][CH3:3])=[N:5][N:6]([C:13]4[CH:18]=[CH:17][C:16]([C:19]([F:21])([F:20])[F:22])=[CH:15][N:14]=4)[CH:7]=3)=[N:30]2)[CH2:24][CH2:25][CH2:26][CH2:27][CH2:28]1. (3) Given the reactants [F:1][C:2]1[CH:8]=[C:7]([F:9])[CH:6]=[CH:5][C:3]=1[NH2:4].Cl[C:11]1[C:16]([C:17]([O:19][CH2:20][CH3:21])=[O:18])=[CH:15][N:14]=[C:13]([Cl:22])[CH:12]=1, predict the reaction product. The product is: [Cl:22][C:13]1[CH:12]=[C:11]([NH:4][C:3]2[CH:5]=[CH:6][C:7]([F:9])=[CH:8][C:2]=2[F:1])[C:16]([C:17]([O:19][CH2:20][CH3:21])=[O:18])=[CH:15][N:14]=1.